The task is: Predict the product of the given reaction.. This data is from Forward reaction prediction with 1.9M reactions from USPTO patents (1976-2016). (1) Given the reactants CN(C(ON1N=NC2C=CC=NC1=2)=[N+](C)C)C.F[P-](F)(F)(F)(F)F.[NH2:25][C:26]1[C:27]([C:36]([OH:38])=O)=[CH:28][C:29]2[C:34]([CH:35]=1)=[CH:33][CH:32]=[CH:31][CH:30]=2.FC(F)(F)C(O)=O.[NH2:46][C@@H:47]([CH:52]1[CH2:56][CH2:55][CH2:54][CH2:53]1)[C:48]([O:50][CH3:51])=[O:49].C(N(CC)C(C)C)(C)C.C([O-])(O)=O.[Na+], predict the reaction product. The product is: [NH2:25][C:26]1[C:27]([C:36]([NH:46][C@@H:47]([CH:52]2[CH2:56][CH2:55][CH2:54][CH2:53]2)[C:48]([O:50][CH3:51])=[O:49])=[O:38])=[CH:28][C:29]2[C:34]([CH:35]=1)=[CH:33][CH:32]=[CH:31][CH:30]=2. (2) Given the reactants [Cl:1][C:2]1[CH:7]=[C:6]([NH2:8])[CH:5]=[C:4]([C:9]2[CH:14]=[C:13]([Cl:15])[CH:12]=[CH:11][C:10]=2[O:16][CH3:17])[N:3]=1.[Cl:18][C:19]1[CH:24]=[CH:23][C:22](B(O)O)=[CH:21][CH:20]=1, predict the reaction product. The product is: [Cl:1][C:2]1[CH:7]=[C:6]([NH:8][C:22]2[CH:23]=[CH:24][C:19]([Cl:18])=[CH:20][CH:21]=2)[CH:5]=[C:4]([C:9]2[CH:14]=[C:13]([Cl:15])[CH:12]=[CH:11][C:10]=2[O:16][CH3:17])[N:3]=1. (3) Given the reactants Cl[C:2]1[C:7]([C:8]([F:11])([F:10])[F:9])=[CH:6][N:5]=[C:4]([NH:12][C:13]2[CH:27]=[CH:26][C:16]([CH2:17][P:18](=[O:25])([O:22][CH2:23][CH3:24])[O:19][CH2:20][CH3:21])=[CH:15][C:14]=2OC)[N:3]=1.[NH2:30][C:31]1[CH:32]=[CH:33][C:34]([C@H:42]2[CH2:47][CH2:46][C@@H:45]([OH:48])[CH2:44][CH2:43]2)=[C:35]2[C:39]=1[C:38](=[O:40])[N:37]([CH3:41])[CH2:36]2, predict the reaction product. The product is: [OH:48][C@H:45]1[CH2:46][CH2:47][C@H:42]([C:34]2[CH:33]=[CH:32][C:31]([NH:30][C:2]3[C:7]([C:8]([F:11])([F:10])[F:9])=[CH:6][N:5]=[C:4]([NH:12][C:13]4[CH:27]=[CH:26][C:16]([CH2:17][P:18](=[O:25])([O:22][CH2:23][CH3:24])[O:19][CH2:20][CH3:21])=[CH:15][CH:14]=4)[N:3]=3)=[C:39]3[C:35]=2[CH2:36][N:37]([CH3:41])[C:38]3=[O:40])[CH2:43][CH2:44]1. (4) The product is: [CH3:11][O:9][C:8]([CH:4]1[CH2:3][CH:2]([OH:1])[CH2:6][N:5]1[CH3:7])=[O:10]. Given the reactants [OH:1][CH:2]1[CH2:6][N:5]([CH3:7])[CH:4]([C:8]([OH:10])=[O:9])[CH2:3]1.[CH3:11][Si](C=[N+]=[N-])(C)C, predict the reaction product. (5) Given the reactants Br[C:2]1[CH:3]=[C:4]([O:19][CH3:20])[C:5]([O:10][CH2:11][O:12][CH2:13][CH2:14][Si:15]([CH3:18])([CH3:17])[CH3:16])=[C:6]([CH:9]=1)[CH:7]=[O:8].[B:21]1([B:21]2[O:25][C:24]([CH3:27])([CH3:26])[C:23]([CH3:29])([CH3:28])[O:22]2)[O:25][C:24]([CH3:27])([CH3:26])[C:23]([CH3:29])([CH3:28])[O:22]1.C([O-])(=O)C.[K+], predict the reaction product. The product is: [CH3:20][O:19][C:4]1[C:5]([O:10][CH2:11][O:12][CH2:13][CH2:14][Si:15]([CH3:18])([CH3:17])[CH3:16])=[C:6]([CH:9]=[C:2]([B:21]2[O:25][C:24]([CH3:27])([CH3:26])[C:23]([CH3:29])([CH3:28])[O:22]2)[CH:3]=1)[CH:7]=[O:8]. (6) Given the reactants CC1(C)C(C)(C)OB([C:9]2[CH:10]=[CH:11][C:12]([N:15]3[CH2:20][CH2:19][N:18]([C:21]([O:23][C:24]([CH3:27])([CH3:26])[CH3:25])=[O:22])[CH2:17][CH2:16]3)=[N:13][CH:14]=2)O1.Cl[C:30]1[CH:35]=[N:34][N:33]2[C:36]([C:39]3[CH:40]=[C:41]([NH:45][C:46]([NH:48][CH2:49][C:50]([F:53])([F:52])[F:51])=[O:47])[CH:42]=[CH:43][CH:44]=3)=[CH:37][N:38]=[C:32]2[CH:31]=1.C(=O)([O-])[O-].[Na+].[Na+], predict the reaction product. The product is: [F:53][C:50]([F:51])([F:52])[CH2:49][NH:48][C:46]([NH:45][C:41]1[CH:40]=[C:39]([C:36]2[N:33]3[N:34]=[CH:35][C:30]([C:9]4[CH:10]=[CH:11][C:12]([N:15]5[CH2:16][CH2:17][N:18]([C:21]([O:23][C:24]([CH3:25])([CH3:26])[CH3:27])=[O:22])[CH2:19][CH2:20]5)=[N:13][CH:14]=4)=[CH:31][C:32]3=[N:38][CH:37]=2)[CH:44]=[CH:43][CH:42]=1)=[O:47]. (7) Given the reactants Cl[C:2]1[C:11]2[C:6](=[CH:7][C:8]([O:14][CH3:15])=[C:9]([O:12][CH3:13])[CH:10]=2)[N:5]=[CH:4][CH:3]=1.[OH:16][C:17]1[CH:18]=[C:19]2[C:24](=[CH:25][CH:26]=1)[N:23]=[CH:22][CH:21]=[CH:20]2, predict the reaction product. The product is: [CH3:13][O:12][C:9]1[CH:10]=[C:11]2[C:6](=[CH:7][C:8]=1[O:14][CH3:15])[N:5]=[CH:4][CH:3]=[C:2]2[O:16][C:17]1[CH:18]=[C:19]2[C:24](=[CH:25][CH:26]=1)[N:23]=[CH:22][CH:21]=[CH:20]2.